Task: Predict the product of the given reaction.. Dataset: Forward reaction prediction with 1.9M reactions from USPTO patents (1976-2016) (1) Given the reactants [NH2:1][C:2]12[CH2:9][CH2:8][C:5]([CH2:10][CH2:11][C:12]3[C:13]([F:39])=[CH:14][N:15]=[C:16]4[C:21]=3[N:20]=[C:19]([O:22][CH2:23][C@H:24]3[C@@H:27]([NH:28][C:29](=[O:38])[O:30][CH2:31][C:32]5[CH:37]=[CH:36][CH:35]=[CH:34][CH:33]=5)[CH2:26][O:25]3)[CH:18]=[CH:17]4)([CH2:6][CH2:7]1)[O:4][CH2:3]2.[O:40]=[C:41]1[CH2:46][O:45][C:44]2[CH:47]=[CH:48][C:49]([CH:51]=O)=[N:50][C:43]=2[NH:42]1, predict the reaction product. The product is: [F:39][C:13]1[C:12]([CH2:11][CH2:10][C:5]23[CH2:8][CH2:9][C:2]([NH:1][CH2:51][C:49]4[CH:48]=[CH:47][C:44]5[O:45][CH2:46][C:41](=[O:40])[NH:42][C:43]=5[N:50]=4)([CH2:7][CH2:6]2)[CH2:3][O:4]3)=[C:21]2[C:16]([CH:17]=[CH:18][C:19]([O:22][CH2:23][C@H:24]3[C@@H:27]([NH:28][C:29](=[O:38])[O:30][CH2:31][C:32]4[CH:33]=[CH:34][CH:35]=[CH:36][CH:37]=4)[CH2:26][O:25]3)=[N:20]2)=[N:15][CH:14]=1. (2) Given the reactants [F:1][C:2]1[CH:7]=[C:6]([F:8])[CH:5]=[CH:4][C:3]=1[CH:9]([C:11]1[CH:12]=[N:13][C:14]([O:17]C)=[CH:15][CH:16]=1)O.[I-].[Na+].C([SiH](CC)CC)C.C(O)(C(F)(F)F)=O.C[Si](Cl)(C)C.[O-]S([O-])=O.[Na+].[Na+], predict the reaction product. The product is: [F:1][C:2]1[CH:7]=[C:6]([F:8])[CH:5]=[CH:4][C:3]=1[CH2:9][C:11]1[CH:16]=[CH:15][C:14](=[O:17])[NH:13][CH:12]=1. (3) Given the reactants F[C:2](F)(F)[C:3]1[CH:8]=[CH:7][N:6]=[C:5]([C:9]2[CH:10]=[N:11][N:12]3[CH2:17][CH2:16][NH:15][CH2:14][C:13]=23)[CH:4]=1.ClC1C=C(C)C([F:28])=CN=1, predict the reaction product. The product is: [F:28][C:8]1[C:3]([CH3:2])=[CH:4][C:5]([C:9]2[CH:10]=[N:11][N:12]3[CH2:17][CH2:16][NH:15][CH2:14][C:13]=23)=[N:6][CH:7]=1.